Dataset: Forward reaction prediction with 1.9M reactions from USPTO patents (1976-2016). Task: Predict the product of the given reaction. (1) Given the reactants [CH3:1][C:2]1([CH3:15])[CH2:11][C:10]2[N:9]=[C:8]([C:12]([OH:14])=O)[CH:7]=[CH:6][C:5]=2[CH2:4][CH2:3]1.[NH2:16][C:17]([CH3:21])([CH3:20])[CH2:18][OH:19], predict the reaction product. The product is: [OH:19][CH2:18][C:17]([NH:16][C:12]([C:8]1[CH:7]=[CH:6][C:5]2[CH2:4][CH2:3][C:2]([CH3:1])([CH3:15])[CH2:11][C:10]=2[N:9]=1)=[O:14])([CH3:21])[CH3:20]. (2) Given the reactants [NH2:1][C:2]1[NH:7][C:6](=[O:8])[CH:5]=[C:4]([CH2:9][CH2:10][C:11]2[CH:16]=[CH:15][CH:14]=[C:13]([C:17]3[O:18][CH:19]=[CH:20][CH:21]=3)[CH:12]=2)[N:3]=1.[CH3:22][N:23]([CH:25](OC)OC)[CH3:24].O, predict the reaction product. The product is: [O:18]1[CH:19]=[CH:20][CH:21]=[C:17]1[C:13]1[CH:12]=[C:11]([CH2:10][CH2:9][C:4]2[N:3]=[C:2]([N:1]=[CH:22][N:23]([CH3:25])[CH3:24])[NH:7][C:6](=[O:8])[CH:5]=2)[CH:16]=[CH:15][CH:14]=1. (3) The product is: [CH3:1][O:2][C:3]1[CH:8]=[CH:7][C:6]([S:9][C:10]2[CH:11]=[CH:12][C:13]([CH2:16][N:17]3[CH2:22][CH2:21][CH:20]([C:23]4[CH:24]=[C:25]([NH2:30])[CH:26]=[CH:27][C:28]=4[CH3:29])[CH2:19][CH2:18]3)=[CH:14][CH:15]=2)=[CH:5][CH:4]=1. Given the reactants [CH3:1][O:2][C:3]1[CH:8]=[CH:7][C:6]([S:9][C:10]2[CH:15]=[CH:14][C:13]([CH2:16][N:17]3[CH2:22][CH2:21][CH:20]([C:23]4[CH:24]=[C:25]([NH:30]C(OCC5C=CC=CC=5)=O)[CH:26]=[CH:27][C:28]=4[CH3:29])[CH2:19][CH2:18]3)=[CH:12][CH:11]=2)=[CH:5][CH:4]=1.[OH-].[K+], predict the reaction product.